This data is from Forward reaction prediction with 1.9M reactions from USPTO patents (1976-2016). The task is: Predict the product of the given reaction. (1) Given the reactants N[C@@H]1C2C(=CC=CC=2)C[C@@H]1O.[CH:12]1([C:17]2[C:26]([CH:27]([OH:38])[C:28]3[CH:33]=[CH:32][C:31]([C:34]([F:37])([F:36])[F:35])=[CH:30][CH:29]=3)=[C:25]([CH:39]([CH3:41])[CH3:40])[CH:24]=[C:23]3[C:18]=2[C:19](=[O:44])[CH2:20][C:21]([CH3:43])([CH3:42])[O:22]3)[CH2:16][CH2:15][CH2:14][CH2:13]1.CO, predict the reaction product. The product is: [CH:12]1([C:17]2[C:26]([C@H:27]([OH:38])[C:28]3[CH:33]=[CH:32][C:31]([C:34]([F:36])([F:37])[F:35])=[CH:30][CH:29]=3)=[C:25]([CH:39]([CH3:40])[CH3:41])[CH:24]=[C:23]3[C:18]=2[C@@H:19]([OH:44])[CH2:20][C:21]([CH3:42])([CH3:43])[O:22]3)[CH2:16][CH2:15][CH2:14][CH2:13]1. (2) Given the reactants [N+:1]([C:4]1[C:5]([CH:10]=[O:11])=[N:6][CH:7]=[CH:8][CH:9]=1)([O-])=O, predict the reaction product. The product is: [NH2:1][C:4]1[C:5]([CH:10]=[O:11])=[N:6][CH:7]=[CH:8][CH:9]=1.